From a dataset of Full USPTO retrosynthesis dataset with 1.9M reactions from patents (1976-2016). Predict the reactants needed to synthesize the given product. (1) Given the product [C:1]12([C:11]3[CH:12]=[C:13]([S:19][C:20]4[CH:25]=[CH:24][C:23]([CH2:26][C:27]([OH:29])=[O:28])=[CH:22][CH:21]=4)[CH:14]=[CH:15][C:16]=3[O:17][CH3:18])[CH2:2][CH:3]3[CH2:4][CH:5]([CH2:6][CH:7]([CH2:9]3)[CH2:8]1)[CH2:10]2, predict the reactants needed to synthesize it. The reactants are: [C:1]12([C:11]3[CH:12]=[C:13]([S:19][C:20]4[CH:25]=[CH:24][C:23]([CH2:26][C:27]([O:29]C)=[O:28])=[CH:22][CH:21]=4)[CH:14]=[CH:15][C:16]=3[O:17][CH3:18])[CH2:10][CH:5]3[CH2:6][CH:7]([CH2:9][CH:3]([CH2:4]3)[CH2:2]1)[CH2:8]2.[OH-].[Li+]. (2) Given the product [Cl:39][C:34]1[CH:33]=[C:32]([C:20]2[C:19]([C:17]3[CH:16]=[CH:15][N:14]=[C:13]([NH:8][CH2:7][CH2:6][N:1]4[CH2:5][CH2:4][CH2:3][CH2:2]4)[N:18]=3)=[C:23]3[CH:24]=[CH:25][C:26]([C:28]([F:30])([F:31])[F:29])=[CH:27][N:22]3[N:21]=2)[CH:37]=[CH:36][C:35]=1[F:38], predict the reactants needed to synthesize it. The reactants are: [N:1]1([CH2:6][CH2:7][NH2:8])[CH2:5][CH2:4][CH2:3][CH2:2]1.CS([C:13]1[N:18]=[C:17]([C:19]2[C:20]([C:32]3[CH:37]=[CH:36][C:35]([F:38])=[C:34]([Cl:39])[CH:33]=3)=[N:21][N:22]3[CH:27]=[C:26]([C:28]([F:31])([F:30])[F:29])[CH:25]=[CH:24][C:23]=23)[CH:16]=[CH:15][N:14]=1)(=O)=O.